The task is: Predict the reactants needed to synthesize the given product.. This data is from Full USPTO retrosynthesis dataset with 1.9M reactions from patents (1976-2016). (1) Given the product [Si:16]([O:15][CH:13]([C:3]1[O:4][C:5](=[O:12])[C:6]2[C:11]([C:2]=1[C:35]1[CH:40]=[CH:39][CH:38]=[CH:37][N:36]=1)=[CH:10][CH:9]=[CH:8][CH:7]=2)[CH3:14])([C:19]([CH3:22])([CH3:21])[CH3:20])([CH3:18])[CH3:17], predict the reactants needed to synthesize it. The reactants are: Br[C:2]1[C:11]2[C:6](=[CH:7][CH:8]=[CH:9][CH:10]=2)[C:5](=[O:12])[O:4][C:3]=1[CH:13]([O:15][Si:16]([C:19]([CH3:22])([CH3:21])[CH3:20])([CH3:18])[CH3:17])[CH3:14].C1(C)C=CC=CC=1.C([Sn](CCCC)(CCCC)[C:35]1[CH:40]=[CH:39][CH:38]=[CH:37][N:36]=1)CCC. (2) Given the product [C:30]([C:27]1[CH:28]=[CH:29][C:24]([NH:23][C:22]([C:19]2[CH:20]=[CH:21][C:15]3[N:14]=[C:13]([C:9]4[C:8]([CH3:35])=[CH:7][C:6]([O:5][CH2:4][C:3]([OH:36])=[O:2])=[CH:11][C:10]=4[CH3:12])[NH:17][C:16]=3[CH:18]=2)=[O:34])=[CH:25][CH:26]=1)([CH3:33])([CH3:32])[CH3:31], predict the reactants needed to synthesize it. The reactants are: C[O:2][C:3](=[O:36])[CH2:4][O:5][C:6]1[CH:11]=[C:10]([CH3:12])[C:9]([C:13]2[NH:17][C:16]3[CH:18]=[C:19]([C:22](=[O:34])[NH:23][C:24]4[CH:29]=[CH:28][C:27]([C:30]([CH3:33])([CH3:32])[CH3:31])=[CH:26][CH:25]=4)[CH:20]=[CH:21][C:15]=3[N:14]=2)=[C:8]([CH3:35])[CH:7]=1.[Li+].[OH-].